The task is: Predict which catalyst facilitates the given reaction.. This data is from Catalyst prediction with 721,799 reactions and 888 catalyst types from USPTO. (1) Reactant: C([O:3][CH2:4][C:5]1[N:6]([CH2:17][C:18]2[O:22][N:21]=[C:20]([C:23]3[CH:28]=[CH:27][C:26]([F:29])=[CH:25][CH:24]=3)[CH:19]=2)[C:7]2[C:12]([CH3:13])=[C:11]([CH3:14])[N:10]=[C:9]([NH2:15])[C:8]=2[N:16]=1)C.B(Br)(Br)Br. Product: [NH2:15][C:9]1[C:8]2[N:16]=[C:5]([CH2:4][OH:3])[N:6]([CH2:17][C:18]3[O:22][N:21]=[C:20]([C:23]4[CH:24]=[CH:25][C:26]([F:29])=[CH:27][CH:28]=4)[CH:19]=3)[C:7]=2[C:12]([CH3:13])=[C:11]([CH3:14])[N:10]=1. The catalyst class is: 98. (2) Reactant: [Cl:1][C:2]1[CH:3]=[C:4]2[C:8](=[CH:9][CH:10]=1)[NH:7][C:6]([C:11]([NH:13][NH:14][C:15](=[O:24])[C:16]1[CH:21]=[CH:20][C:19]([F:22])=[CH:18][C:17]=1[NH2:23])=[O:12])=[CH:5]2.O.[C:26]1([CH3:36])[CH:31]=[CH:30][C:29]([S:32]([OH:35])(=[O:34])=[O:33])=[CH:28][CH:27]=1.CO. Product: [C:26]1([CH3:36])[CH:27]=[CH:28][C:29]([S:32]([OH:35])(=[O:33])=[O:34])=[CH:30][CH:31]=1.[Cl:1][C:2]1[CH:3]=[C:4]2[C:8](=[CH:9][CH:10]=1)[NH:7][C:6]([C:11]([NH:13][NH:14][C:15](=[O:24])[C:16]1[CH:21]=[CH:20][C:19]([F:22])=[CH:18][C:17]=1[NH2:23])=[O:12])=[CH:5]2. The catalyst class is: 16. (3) Reactant: Cl[C:2]1[CH:11]=[CH:10][C:5]([C:6]([O:8][CH3:9])=[O:7])=[CH:4][C:3]=1[N+:12]([O-:14])=[O:13].[C:15]([N:18]1[CH2:23][CH2:22][N:21]([C:24]2[CH:25]=[C:26]([CH:28]=[CH:29][CH:30]=2)[NH2:27])[CH2:20][CH2:19]1)(=[O:17])[CH3:16].C(N(CC)CC)C. Product: [C:15]([N:18]1[CH2:19][CH2:20][N:21]([C:24]2[CH:25]=[C:26]([CH:28]=[CH:29][CH:30]=2)[NH:27][C:2]2[CH:11]=[CH:10][C:5]([C:6]([O:8][CH3:9])=[O:7])=[CH:4][C:3]=2[N+:12]([O-:14])=[O:13])[CH2:22][CH2:23]1)(=[O:17])[CH3:16]. The catalyst class is: 37.